This data is from Full USPTO retrosynthesis dataset with 1.9M reactions from patents (1976-2016). The task is: Predict the reactants needed to synthesize the given product. (1) Given the product [CH2:1]([O:8][C:9]([NH:11][C:12]1[C:13]([C:23]([OH:25])=[O:24])=[N:14][C:15]2[C:20]([CH:21]=1)=[CH:19][CH:18]=[C:17]([CH:36]=[CH2:37])[CH:16]=2)=[O:10])[C:2]1[CH:7]=[CH:6][CH:5]=[CH:4][CH:3]=1, predict the reactants needed to synthesize it. The reactants are: [CH2:1]([O:8][C:9]([NH:11][C:12]1[C:13]([C:23]([O:25]CC)=[O:24])=[N:14][C:15]2[C:20]([CH:21]=1)=[CH:19][CH:18]=[C:17](Br)[CH:16]=2)=[O:10])[C:2]1[CH:7]=[CH:6][CH:5]=[CH:4][CH:3]=1.[O-]P([O-])([O-])=O.[K+].[K+].[K+].[CH:36](B1OC(C)(C)C(C)(C)O1)=[CH2:37].CC(O)=O. (2) Given the product [C:27]([C:26]1[CH:25]=[CH:24][C:23]([NH:22][C:9]2[N:10]=[C:11]([CH2:13][C:14]3[C:19]([Cl:20])=[CH:18][CH:17]=[CH:16][C:15]=3[Cl:21])[N:12]=[C:7]([NH:6][CH2:32][CH2:33][CH2:34][NH:35][C:36]([NH2:5])=[O:37])[N:8]=2)=[CH:30][CH:29]=1)#[N:28], predict the reactants needed to synthesize it. The reactants are: [H-].[Na+].C(#[N:5])C.[NH2:6][C:7]1[N:12]=[C:11]([CH2:13][C:14]2[C:19]([Cl:20])=[CH:18][CH:17]=[CH:16][C:15]=2[Cl:21])[N:10]=[C:9]([NH:22][C:23]2[CH:30]=[CH:29][C:26]([C:27]#[N:28])=[CH:25][CH:24]=2)[N:8]=1.Cl[CH2:32][CH2:33][CH2:34][N:35]=[C:36]=[O:37]. (3) The reactants are: O[C:2]1[C:7]([I:8])=[C:6]([CH3:9])[N:5]=[CH:4][N:3]=1.O=P(Cl)(Cl)[Cl:12]. Given the product [Cl:12][C:2]1[C:7]([I:8])=[C:6]([CH3:9])[N:5]=[CH:4][N:3]=1, predict the reactants needed to synthesize it. (4) Given the product [CH3:24][O:23][C:3]1[CH:4]=[C:5]2[C:10](=[CH:11][C:2]=1[O:1][CH2:31][CH2:30][N:25]1[CH:29]=[N:28][CH:27]=[N:26]1)[N:9]=[CH:8][N:7]=[C:6]2[O:12][C:13]1[CH:14]=[C:15]2[C:19](=[CH:20][CH:21]=1)[NH:18][C:17]([CH3:22])=[CH:16]2, predict the reactants needed to synthesize it. The reactants are: [OH:1][C:2]1[CH:11]=[C:10]2[C:5]([C:6]([O:12][C:13]3[CH:14]=[C:15]4[C:19](=[CH:20][CH:21]=3)[NH:18][C:17]([CH3:22])=[CH:16]4)=[N:7][CH:8]=[N:9]2)=[CH:4][C:3]=1[O:23][CH3:24].[N:25]1([CH2:30][CH2:31]O)[CH:29]=[N:28][CH:27]=[N:26]1. (5) Given the product [CH3:1][N:2]1[C:7](=[S:10])[N:8]([CH3:9])[C:28](=[O:36])[N:27]([C:25]2[C:24]([F:37])=[CH:23][C:21]3[O:22][C:17]([F:16])([F:39])[C:18](=[O:38])[NH:19][C:20]=3[CH:26]=2)[C:3]1=[O:4], predict the reactants needed to synthesize it. The reactants are: [CH3:1][N:2]([C:7](=[S:10])[NH:8][CH3:9])[C:3](=O)[O:4]C.C([O-])(=O)C.[Na+].[F:16][C:17]1([F:39])[O:22][C:21]2[CH:23]=[C:24]([F:37])[C:25]([NH:27][C:28](=[O:36])OC3C=CC=CC=3)=[CH:26][C:20]=2[NH:19][C:18]1=[O:38]. (6) Given the product [F:58][C:59]1[CH:60]=[C:61]([C:85]2([C:91]#[N:92])[CH2:90][CH2:89][O:88][CH2:87][CH2:86]2)[CH:62]=[C:63]([S:65][C:66]2[CH:67]=[C:68]3[C:73](=[CH:74][CH:75]=2)[N:72]2[C:76]([CH3:79])=[N:77][CH:78]=[C:71]2[CH:70]=[CH:69]3)[CH:64]=1, predict the reactants needed to synthesize it. The reactants are: CC1N2C3C(C=CC2=CN=1)=CC(SC1C=C(C2(O)CCOCC2)C=CC=1)=CC=3.COC1(C2C=C(SC3C=C4C(=CC=3)N3C(C)=NC=C3C=C4)C=CC=2)CCOCC1.[F:58][C:59]1[CH:60]=[C:61]([C:85]2([C:91]#[N:92])[CH2:90][CH2:89][O:88][CH2:87][CH2:86]2)[CH:62]=[C:63]([S:65][C:66]2[CH:67]=[C:68]3[C:73](=[CH:74][CH:75]=2)[N:72]2[C:76]([C:79]4C=CC=CC=4)=[N:77][CH:78]=[C:71]2[CH:70]=[CH:69]3)[CH:64]=1.FC1C=C(C2(C(N)=O)CCOCC2)C=C(SC2C=C3C(=CC=2)N2C(C4C=CC=CC=4)=NC=C2C=C3)C=1.